From a dataset of Forward reaction prediction with 1.9M reactions from USPTO patents (1976-2016). Predict the product of the given reaction. (1) Given the reactants [CH:1]#[C:2][CH2:3][CH2:4][CH2:5][CH3:6].[Li]CCCC.[C:12]([C:16](OCC)=O)([F:15])([F:14])[F:13].B(F)(F)F.O(CC)CC.[NH2:30][NH2:31], predict the reaction product. The product is: [CH2:4]([C:5]1[NH:31][N:30]=[C:16]([C:12]([F:13])([F:14])[F:15])[CH:6]=1)[CH2:3][CH2:2][CH3:1]. (2) Given the reactants C(=O)([O-])[O-].[Cs+].[Cs+].[NH2:7][C:8]1[CH:13]=[CH:12][C:11]([O:14][S:15]([C:18]2[CH:23]=[CH:22][C:21]([OH:24])=[CH:20][CH:19]=2)(=[O:17])=[O:16])=[CH:10][C:9]=1[N+:25]([O-:27])=[O:26].[CH2:28](Br)[C:29]1[CH:34]=[CH:33][CH:32]=[CH:31][CH:30]=1, predict the reaction product. The product is: [NH2:7][C:8]1[CH:13]=[CH:12][C:11]([O:14][S:15]([C:18]2[CH:19]=[CH:20][C:21]([O:24][CH2:28][C:29]3[CH:34]=[CH:33][CH:32]=[CH:31][CH:30]=3)=[CH:22][CH:23]=2)(=[O:16])=[O:17])=[CH:10][C:9]=1[N+:25]([O-:27])=[O:26]. (3) Given the reactants C(N)CCC.NO.Cl.[CH2:9]([NH:13][C@H:14]([CH2:17][CH2:18][CH2:19][CH2:20][CH2:21][CH2:22][CH2:23][CH2:24][CH3:25])[C:15]#[CH:16])[CH2:10][CH2:11][CH3:12].Br[C:27]#[C:28][C@H:29]([CH:31]1[CH2:33][CH2:32]1)[OH:30], predict the reaction product. The product is: [CH2:9]([NH:13][C@H:14]([CH2:17][CH2:18][CH2:19][CH2:20][CH2:21][CH2:22][CH2:23][CH2:24][CH3:25])[C:15]#[C:16][C:27]#[C:28][C@H:29]([CH:31]1[CH2:33][CH2:32]1)[OH:30])[CH2:10][CH2:11][CH3:12]. (4) Given the reactants [C:1]([OH:9])(=[O:8])[C:2]1[CH:7]=[CH:6][CH:5]=[CH:4][CH:3]=1.C1(P(C2C=CC=CC=2)C2C=CC=CC=2)C=CC=CC=1.[CH3:29][C@@H:30](O)[CH2:31][C@H:32]([OH:34])[CH3:33].COCCOC(N=NC(OCCOC)=O)=O, predict the reaction product. The product is: [C:1]([O:9][C@@H:30]([CH3:29])[CH2:31][C@H:32]([OH:34])[CH3:33])(=[O:8])[C:2]1[CH:7]=[CH:6][CH:5]=[CH:4][CH:3]=1.[C:1]([OH:9])(=[O:8])[C:2]1[CH:7]=[CH:6][CH:5]=[CH:4][CH:3]=1.